The task is: Predict the product of the given reaction.. This data is from Forward reaction prediction with 1.9M reactions from USPTO patents (1976-2016). Given the reactants C(NC(C)C)(C)C.C([Li])CCC.[CH2:13]([O:20][C:21]1[CH2:26][CH2:25][CH2:24][C:23](=[O:27])[CH:22]=1)[C:14]1[CH:19]=[CH:18][CH:17]=[CH:16][CH:15]=1.[CH2:28]1[O:38][C:31]2([CH2:36][CH2:35][C:34](=[O:37])[CH2:33][CH2:32]2)[O:30][CH2:29]1.[Cl-].[NH4+], predict the reaction product. The product is: [CH2:13]([O:20][C:21]1[CH2:26][CH2:25][CH:24]([C:34]2([OH:37])[CH2:35][CH2:36][C:31]3([O:38][CH2:28][CH2:29][O:30]3)[CH2:32][CH2:33]2)[C:23](=[O:27])[CH:22]=1)[C:14]1[CH:19]=[CH:18][CH:17]=[CH:16][CH:15]=1.